Dataset: NCI-60 drug combinations with 297,098 pairs across 59 cell lines. Task: Regression. Given two drug SMILES strings and cell line genomic features, predict the synergy score measuring deviation from expected non-interaction effect. (1) Drug 2: CC1C(C(CC(O1)OC2CC(OC(C2O)C)OC3=CC4=CC5=C(C(=O)C(C(C5)C(C(=O)C(C(C)O)O)OC)OC6CC(C(C(O6)C)O)OC7CC(C(C(O7)C)O)OC8CC(C(C(O8)C)O)(C)O)C(=C4C(=C3C)O)O)O)O. Drug 1: CCC1=CC2CC(C3=C(CN(C2)C1)C4=CC=CC=C4N3)(C5=C(C=C6C(=C5)C78CCN9C7C(C=CC9)(C(C(C8N6C)(C(=O)OC)O)OC(=O)C)CC)OC)C(=O)OC.C(C(C(=O)O)O)(C(=O)O)O. Cell line: UO-31. Synergy scores: CSS=4.69, Synergy_ZIP=-3.43, Synergy_Bliss=-2.65, Synergy_Loewe=-1.78, Synergy_HSA=-1.58. (2) Drug 1: C1CN1C2=NC(=NC(=N2)N3CC3)N4CC4. Drug 2: C1=CC(=CC=C1CCCC(=O)O)N(CCCl)CCCl. Synergy scores: CSS=14.8, Synergy_ZIP=-6.53, Synergy_Bliss=-2.58, Synergy_Loewe=-0.0675, Synergy_HSA=1.22. Cell line: MCF7. (3) Drug 1: C1=CC(=C2C(=C1NCCNCCO)C(=O)C3=C(C=CC(=C3C2=O)O)O)NCCNCCO. Drug 2: CC1C(C(CC(O1)OC2CC(OC(C2O)C)OC3=CC4=CC5=C(C(=O)C(C(C5)C(C(=O)C(C(C)O)O)OC)OC6CC(C(C(O6)C)O)OC7CC(C(C(O7)C)O)OC8CC(C(C(O8)C)O)(C)O)C(=C4C(=C3C)O)O)O)O. Cell line: NCI/ADR-RES. Synergy scores: CSS=9.45, Synergy_ZIP=-0.178, Synergy_Bliss=4.80, Synergy_Loewe=4.01, Synergy_HSA=3.84. (4) Drug 1: C1CCC(CC1)NC(=O)N(CCCl)N=O. Cell line: MDA-MB-435. Drug 2: CC(C)CN1C=NC2=C1C3=CC=CC=C3N=C2N. Synergy scores: CSS=5.77, Synergy_ZIP=0.748, Synergy_Bliss=5.61, Synergy_Loewe=1.60, Synergy_HSA=1.09. (5) Drug 1: CC1=C(C(=CC=C1)Cl)NC(=O)C2=CN=C(S2)NC3=CC(=NC(=N3)C)N4CCN(CC4)CCO. Drug 2: CC1=C(N=C(N=C1N)C(CC(=O)N)NCC(C(=O)N)N)C(=O)NC(C(C2=CN=CN2)OC3C(C(C(C(O3)CO)O)O)OC4C(C(C(C(O4)CO)O)OC(=O)N)O)C(=O)NC(C)C(C(C)C(=O)NC(C(C)O)C(=O)NCCC5=NC(=CS5)C6=NC(=CS6)C(=O)NCCC[S+](C)C)O. Cell line: HT29. Synergy scores: CSS=21.5, Synergy_ZIP=-5.54, Synergy_Bliss=0.482, Synergy_Loewe=-25.6, Synergy_HSA=2.46. (6) Drug 1: CN(CC1=CN=C2C(=N1)C(=NC(=N2)N)N)C3=CC=C(C=C3)C(=O)NC(CCC(=O)O)C(=O)O. Drug 2: CC(C)CN1C=NC2=C1C3=CC=CC=C3N=C2N. Cell line: HT29. Synergy scores: CSS=24.0, Synergy_ZIP=-8.86, Synergy_Bliss=-16.9, Synergy_Loewe=-31.9, Synergy_HSA=-16.2. (7) Drug 1: C1=CC(=C2C(=C1NCCNCCO)C(=O)C3=C(C=CC(=C3C2=O)O)O)NCCNCCO. Drug 2: C1CNP(=O)(OC1)N(CCCl)CCCl. Cell line: SNB-75. Synergy scores: CSS=59.1, Synergy_ZIP=8.47, Synergy_Bliss=8.61, Synergy_Loewe=-59.7, Synergy_HSA=9.86. (8) Drug 1: C(CC(=O)O)C(=O)CN.Cl. Drug 2: C(CCl)NC(=O)N(CCCl)N=O. Cell line: HOP-62. Synergy scores: CSS=7.62, Synergy_ZIP=-4.92, Synergy_Bliss=-3.29, Synergy_Loewe=-4.86, Synergy_HSA=-4.06.